Task: Regression. Given two drug SMILES strings and cell line genomic features, predict the synergy score measuring deviation from expected non-interaction effect.. Dataset: NCI-60 drug combinations with 297,098 pairs across 59 cell lines (1) Drug 1: CN(C)C1=NC(=NC(=N1)N(C)C)N(C)C. Drug 2: CCN(CC)CCCC(C)NC1=C2C=C(C=CC2=NC3=C1C=CC(=C3)Cl)OC. Cell line: NCI-H522. Synergy scores: CSS=0.815, Synergy_ZIP=-0.345, Synergy_Bliss=3.97, Synergy_Loewe=-14.7, Synergy_HSA=0.826. (2) Drug 1: C1=CC(=C(C=C1I)F)NC2=C(C=CC(=C2F)F)C(=O)NOCC(CO)O. Drug 2: CC1CCC2CC(C(=CC=CC=CC(CC(C(=O)C(C(C(=CC(C(=O)CC(OC(=O)C3CCCCN3C(=O)C(=O)C1(O2)O)C(C)CC4CCC(C(C4)OC)OP(=O)(C)C)C)C)O)OC)C)C)C)OC. Cell line: HCT116. Synergy scores: CSS=42.9, Synergy_ZIP=1.88, Synergy_Bliss=1.84, Synergy_Loewe=-0.272, Synergy_HSA=2.15. (3) Drug 1: CC1C(C(CC(O1)OC2CC(CC3=C2C(=C4C(=C3O)C(=O)C5=C(C4=O)C(=CC=C5)OC)O)(C(=O)C)O)N)O.Cl. Drug 2: CC(C)(C#N)C1=CC(=CC(=C1)CN2C=NC=N2)C(C)(C)C#N. Cell line: UACC-257. Synergy scores: CSS=1.01, Synergy_ZIP=-0.388, Synergy_Bliss=-0.776, Synergy_Loewe=-4.86, Synergy_HSA=-2.95. (4) Drug 1: C1CCN(CC1)CCOC2=CC=C(C=C2)C(=O)C3=C(SC4=C3C=CC(=C4)O)C5=CC=C(C=C5)O. Drug 2: CCN(CC)CCCC(C)NC1=C2C=C(C=CC2=NC3=C1C=CC(=C3)Cl)OC. Cell line: NCI/ADR-RES. Synergy scores: CSS=15.7, Synergy_ZIP=-4.31, Synergy_Bliss=0.304, Synergy_Loewe=-7.25, Synergy_HSA=-2.51. (5) Drug 1: C1CCN(CC1)CCOC2=CC=C(C=C2)C(=O)C3=C(SC4=C3C=CC(=C4)O)C5=CC=C(C=C5)O. Drug 2: C1=NC2=C(N=C(N=C2N1C3C(C(C(O3)CO)O)F)Cl)N. Cell line: EKVX. Synergy scores: CSS=9.68, Synergy_ZIP=1.95, Synergy_Bliss=0.786, Synergy_Loewe=-21.9, Synergy_HSA=-4.29. (6) Drug 1: C1CN1C2=NC(=NC(=N2)N3CC3)N4CC4. Drug 2: CC1C(C(CC(O1)OC2CC(OC(C2O)C)OC3=CC4=CC5=C(C(=O)C(C(C5)C(C(=O)C(C(C)O)O)OC)OC6CC(C(C(O6)C)O)OC7CC(C(C(O7)C)O)OC8CC(C(C(O8)C)O)(C)O)C(=C4C(=C3C)O)O)O)O. Cell line: SF-268. Synergy scores: CSS=36.8, Synergy_ZIP=-5.02, Synergy_Bliss=2.12, Synergy_Loewe=-4.51, Synergy_HSA=2.00. (7) Drug 1: C1CN1P(=S)(N2CC2)N3CC3. Drug 2: N.N.Cl[Pt+2]Cl. Cell line: SW-620. Synergy scores: CSS=34.7, Synergy_ZIP=-1.53, Synergy_Bliss=-0.652, Synergy_Loewe=-10.7, Synergy_HSA=1.51. (8) Drug 1: CC1=C2C(C(=O)C3(C(CC4C(C3C(C(C2(C)C)(CC1OC(=O)C(C(C5=CC=CC=C5)NC(=O)OC(C)(C)C)O)O)OC(=O)C6=CC=CC=C6)(CO4)OC(=O)C)O)C)O. Drug 2: CC1C(C(CC(O1)OC2CC(CC3=C2C(=C4C(=C3O)C(=O)C5=C(C4=O)C(=CC=C5)OC)O)(C(=O)CO)O)N)O.Cl. Cell line: NCI-H226. Synergy scores: CSS=26.4, Synergy_ZIP=-1.70, Synergy_Bliss=1.14, Synergy_Loewe=0.476, Synergy_HSA=1.81. (9) Drug 1: CCC1=C2CN3C(=CC4=C(C3=O)COC(=O)C4(CC)O)C2=NC5=C1C=C(C=C5)O. Drug 2: CC(C)NC(=O)C1=CC=C(C=C1)CNNC.Cl. Cell line: HCT-15. Synergy scores: CSS=33.3, Synergy_ZIP=-0.143, Synergy_Bliss=-0.960, Synergy_Loewe=-78.4, Synergy_HSA=0.343. (10) Drug 1: C1CN1P(=S)(N2CC2)N3CC3. Drug 2: C1C(C(OC1N2C=NC(=NC2=O)N)CO)O. Cell line: HCT-15. Synergy scores: CSS=12.8, Synergy_ZIP=-0.661, Synergy_Bliss=7.43, Synergy_Loewe=1.06, Synergy_HSA=3.40.